This data is from Forward reaction prediction with 1.9M reactions from USPTO patents (1976-2016). The task is: Predict the product of the given reaction. (1) Given the reactants [CH2:1]([N:8]1[C:17]2[C:12](=[C:13]([OH:27])[C:14]([C:24](O)=[O:25])=[N:15][C:16]=2[C:18]2[CH:19]=[N:20][CH:21]=[CH:22][CH:23]=2)[CH:11]=[C:10]([C:28]2[CH:33]=[CH:32][CH:31]=[CH:30][CH:29]=2)[C:9]1=[O:34])[C:2]1[CH:7]=[CH:6][CH:5]=[CH:4][CH:3]=1.C1C=CC2N(O)N=NC=2C=1.C(Cl)CCl.Cl.[CH3:50][O:51][C:52](=[O:58])[CH2:53][C:54]1([NH2:57])[CH2:56][CH2:55]1.CCN(C(C)C)C(C)C, predict the reaction product. The product is: [CH3:50][O:51][C:52](=[O:58])[CH2:53][C:54]1([NH:57][C:24]([C:14]2[C:13]([OH:27])=[C:12]3[C:17](=[C:16]([C:18]4[CH:19]=[N:20][CH:21]=[CH:22][CH:23]=4)[N:15]=2)[N:8]([CH2:1][C:2]2[CH:7]=[CH:6][CH:5]=[CH:4][CH:3]=2)[C:9](=[O:34])[C:10]([C:28]2[CH:29]=[CH:30][CH:31]=[CH:32][CH:33]=2)=[CH:11]3)=[O:25])[CH2:56][CH2:55]1. (2) The product is: [CH2:1]([O:5][C:6]([C:8]1[C:9]([OH:19])=[C:10]2[C:17]([CH3:18])=[N:16][S:15][C:11]2=[C:12]([CH3:20])[N:13]=1)=[O:7])[CH2:2][CH2:3][CH3:4]. Given the reactants [CH2:1]([O:5][C:6]([C:8]1[C:9]([OH:19])=[C:10]2[C:17]([CH3:18])=[N:16][S:15][C:11]2=[C:12](Br)[N:13]=1)=[O:7])[CH2:2][CH2:3][CH3:4].[CH3:20][Sn](C)(C)C, predict the reaction product. (3) Given the reactants [NH2:1][C:2]1[CH:10]=[C:9]([O:11][CH3:12])[CH:8]=[C:7]([O:13][CH3:14])[C:3]=1[C:4]([NH2:6])=[O:5].[CH3:15][C:16]1[CH:17]=[C:18]([CH:22]=[C:23]([CH3:25])[CH:24]=1)[C:19](Cl)=O, predict the reaction product. The product is: [CH3:15][C:16]1[CH:24]=[C:23]([C:25]2[NH:6][C:4](=[O:5])[C:3]3[C:2](=[CH:10][C:9]([O:11][CH3:12])=[CH:8][C:7]=3[O:13][CH3:14])[N:1]=2)[CH:22]=[C:18]([CH3:19])[CH:17]=1. (4) Given the reactants Br[C:2]1[CH:3]=[CH:4][C:5]([N+:8]([O-:10])=[O:9])=[N:6][CH:7]=1.[CH:11]([N:14]1[CH2:19][CH2:18][NH:17][CH2:16][CH2:15]1)([CH3:13])[CH3:12], predict the reaction product. The product is: [CH:11]([N:14]1[CH2:19][CH2:18][N:17]([C:2]2[CH:7]=[N:6][C:5]([N+:8]([O-:10])=[O:9])=[CH:4][CH:3]=2)[CH2:16][CH2:15]1)([CH3:13])[CH3:12]. (5) The product is: [Cl:1][C:2]1[CH:7]=[C:6]([Cl:8])[CH:5]=[CH:4][C:3]=1[C:9]1([O:34][Si:35]([CH2:40][CH3:41])([CH2:38][CH3:39])[CH2:36][CH3:37])[C:17]2[C:12](=[CH:13][C:14]([C:4]3[O:42][CH:7]=[CH:2][CH:3]=3)=[CH:15][C:16]=2[C:18]([F:21])([F:20])[F:19])[N:11]([CH2:23][C@H:24]2[CH2:27][C@H:26]([N:28]([CH2:31][CH3:32])[CH2:29][CH3:30])[CH2:25]2)[C:10]1=[O:33]. Given the reactants [Cl:1][C:2]1[CH:7]=[C:6]([Cl:8])[CH:5]=[CH:4][C:3]=1[C:9]1([O:34][Si:35]([CH2:40][CH3:41])([CH2:38][CH3:39])[CH2:36][CH3:37])[C:17]2[C:12](=[CH:13][C:14](I)=[CH:15][C:16]=2[C:18]([F:21])([F:20])[F:19])[N:11]([CH2:23][C@H:24]2[CH2:27][C@H:26]([N:28]([CH2:31][CH3:32])[CH2:29][CH3:30])[CH2:25]2)[C:10]1=[O:33].[OH2:42], predict the reaction product.